From a dataset of NCI-60 drug combinations with 297,098 pairs across 59 cell lines. Regression. Given two drug SMILES strings and cell line genomic features, predict the synergy score measuring deviation from expected non-interaction effect. (1) Drug 1: CN1CCC(CC1)COC2=C(C=C3C(=C2)N=CN=C3NC4=C(C=C(C=C4)Br)F)OC. Drug 2: C1C(C(OC1N2C=NC3=C2NC=NCC3O)CO)O. Cell line: HS 578T. Synergy scores: CSS=0.424, Synergy_ZIP=4.90, Synergy_Bliss=6.73, Synergy_Loewe=0.226, Synergy_HSA=0.258. (2) Drug 1: CCC1=CC2CC(C3=C(CN(C2)C1)C4=CC=CC=C4N3)(C5=C(C=C6C(=C5)C78CCN9C7C(C=CC9)(C(C(C8N6C)(C(=O)OC)O)OC(=O)C)CC)OC)C(=O)OC.C(C(C(=O)O)O)(C(=O)O)O. Drug 2: CC=C1C(=O)NC(C(=O)OC2CC(=O)NC(C(=O)NC(CSSCCC=C2)C(=O)N1)C(C)C)C(C)C. Cell line: COLO 205. Synergy scores: CSS=73.6, Synergy_ZIP=0.381, Synergy_Bliss=3.03, Synergy_Loewe=-7.01, Synergy_HSA=3.66. (3) Synergy scores: CSS=0.497, Synergy_ZIP=0.0364, Synergy_Bliss=-3.72, Synergy_Loewe=-4.78, Synergy_HSA=-6.97. Drug 2: C1=NC2=C(N=C(N=C2N1C3C(C(C(O3)CO)O)F)Cl)N. Drug 1: C1=CN(C(=O)N=C1N)C2C(C(C(O2)CO)O)O.Cl. Cell line: NCI-H322M. (4) Drug 1: COC1=NC(=NC2=C1N=CN2C3C(C(C(O3)CO)O)O)N. Drug 2: C1=NC(=NC(=O)N1C2C(C(C(O2)CO)O)O)N. Cell line: SF-295. Synergy scores: CSS=11.9, Synergy_ZIP=-4.65, Synergy_Bliss=-3.41, Synergy_Loewe=-12.8, Synergy_HSA=-2.57.